This data is from Reaction yield outcomes from USPTO patents with 853,638 reactions. The task is: Predict the reaction yield, written as a fraction of the theoretical maximum amount of product (1.0 means a 100% yield; for example, 0.34 means a 34% yield). The reactants are ClC1C=C([NH:9][NH2:10])C=CC=1F.IC1C=CC([N:18]2[CH2:23][CH2:22][CH:21]([C:24](=O)[C:25]([F:28])([F:27])[F:26])[C:20](=O)[C:19]2=[O:31])=CC=1.C(O)C.Cl. The catalyst is C(OC(=O)C)C. The product is [F:26][C:25]([F:28])([F:27])[C:24]1[C:21]2[CH2:22][CH2:23][NH:18][C:19](=[O:31])[C:20]=2[NH:10][N:9]=1. The yield is 0.750.